This data is from Forward reaction prediction with 1.9M reactions from USPTO patents (1976-2016). The task is: Predict the product of the given reaction. Given the reactants [CH2:1]([NH2:4])[CH2:2][NH2:3].Br[C:6]([CH3:13])([CH3:12])[C:7]([O:9]CC)=O, predict the reaction product. The product is: [CH3:13][C:6]1([CH3:12])[NH:4][CH2:1][CH2:2][NH:3][C:7]1=[O:9].